Task: Predict the product of the given reaction.. Dataset: Forward reaction prediction with 1.9M reactions from USPTO patents (1976-2016) Given the reactants Cl[CH2:2][C:3]1[CH:4]=[CH:5][C:6]2[O:11][C:10]([F:13])([F:12])[O:9]C(F)(F)[C:7]=2[CH:16]=1.[C-:17]#[N:18].[Na+], predict the reaction product. The product is: [F:13][C:10]1([F:12])[O:11][C:6]2[CH:5]=[CH:4][C:3]([CH2:2][C:17]#[N:18])=[CH:16][C:7]=2[O:9]1.